Dataset: Reaction yield outcomes from USPTO patents with 853,638 reactions. Task: Predict the reaction yield, written as a fraction of the theoretical maximum amount of product (1.0 means a 100% yield; for example, 0.34 means a 34% yield). (1) The reactants are [CH3:1][O:2][CH2:3][C:4]([OH:6])=O.C(N1C=CN=C1)(N1C=CN=C1)=O.[Cl:19][C:20]1[CH:25]=[CH:24][C:23]([S:26]([N:29]([CH2:38][C:39]2[CH:48]=[CH:47][C:42]([C:43]([NH:45]O)=[NH:44])=[CH:41][CH:40]=2)[CH:30]2[CH2:36][CH2:35][CH2:34][CH2:33][NH:32][C:31]2=[O:37])(=[O:28])=[O:27])=[CH:22][CH:21]=1.O. The catalyst is CN(C)C=O. The product is [Cl:19][C:20]1[CH:25]=[CH:24][C:23]([S:26]([N:29]([CH2:38][C:39]2[CH:40]=[CH:41][C:42]([C:43]3[N:44]=[C:4]([CH2:3][O:2][CH3:1])[O:6][N:45]=3)=[CH:47][CH:48]=2)[CH:30]2[CH2:36][CH2:35][CH2:34][CH2:33][NH:32][C:31]2=[O:37])(=[O:27])=[O:28])=[CH:22][CH:21]=1. The yield is 0.900. (2) The reactants are [N:1]1[C:10]2[C@H:9]([NH2:11])[CH2:8][CH2:7][CH2:6][C:5]=2[CH:4]=[CH:3][CH:2]=1.[O:12]=[C:13]1[C:21]2[C:16](=[CH:17][CH:18]=[CH:19][CH:20]=2)[C:15](=[O:22])[N:14]1[CH2:23][CH2:24][CH2:25][CH:26]=O.C(=O)([O-])[O-].[K+].[K+]. The catalyst is O1CCCC1. The product is [N:1]1[C:10]2[C@H:9]([NH:11][CH2:26][CH2:25][CH2:24][CH2:23][N:14]3[C:15](=[O:22])[C:16]4[C:21](=[CH:20][CH:19]=[CH:18][CH:17]=4)[C:13]3=[O:12])[CH2:8][CH2:7][CH2:6][C:5]=2[CH:4]=[CH:3][CH:2]=1. The yield is 0.820. (3) The reactants are [CH2:1]([Mg]Br)[C:2]([CH3:5])([CH3:4])[CH3:3].ClCCl.[O:11]1[CH2:15][CH2:14]OC1.[CH2:16]1[CH2:20]O[CH2:18][CH2:17]1. The catalyst is [Cl-].[Zn+2].[Cl-]. The product is [CH2:1]([C:16]1[CH:20]=[C:20]2[C:16]([CH2:17][CH2:18][CH2:14][C:15]2=[O:11])=[CH:18][CH:17]=1)[C:2]([CH3:5])([CH3:4])[CH3:3]. The yield is 0.990. (4) The reactants are Br[C:2]1[CH:3]=[CH:4][C:5]([Cl:8])=[N:6][CH:7]=1.[C:9]1(=[O:14])[CH2:13][CH2:12][CH2:11][CH2:10]1. The catalyst is C(OCC)C. The product is [Cl:8][C:5]1[N:6]=[CH:7][C:2]([C:9]2([OH:14])[CH2:13][CH2:12][CH2:11][CH2:10]2)=[CH:3][CH:4]=1. The yield is 0.760. (5) The reactants are C[O:2][C:3](=[O:17])[CH:4](Br)[C:5]1[CH:10]=[CH:9][CH:8]=[C:7]([O:11][C:12]([F:15])([F:14])[F:13])[CH:6]=1.[CH:18]1([SH:23])[CH2:22][CH2:21][CH2:20][CH2:19]1.[NH2:24][C:25]1[S:26][CH:27]=[CH:28][N:29]=1. The catalyst is C1COCC1. The product is [CH:18]1([S:23][CH:4]([C:5]2[CH:10]=[CH:9][CH:8]=[C:7]([O:11][C:12]([F:15])([F:14])[F:13])[CH:6]=2)[C:3]([OH:2])=[O:17])[CH2:22][CH2:21][CH2:20][CH2:19]1.[CH:18]1([S:23][CH:4]([C:5]2[CH:10]=[CH:9][CH:8]=[C:7]([O:11][C:12]([F:13])([F:14])[F:15])[CH:6]=2)[C:3]([NH:24][C:25]2[S:26][CH:27]=[CH:28][N:29]=2)=[O:17])[CH2:22][CH2:21][CH2:20][CH2:19]1. The yield is 0.650.